From a dataset of Peptide-MHC class I binding affinity with 185,985 pairs from IEDB/IMGT. Regression. Given a peptide amino acid sequence and an MHC pseudo amino acid sequence, predict their binding affinity value. This is MHC class I binding data. (1) The peptide sequence is STANIFRGSY. The MHC is HLA-A26:01 with pseudo-sequence HLA-A26:01. The binding affinity (normalized) is 0.708. (2) The peptide sequence is LMPSACANGW. The MHC is Mamu-B17 with pseudo-sequence Mamu-B17. The binding affinity (normalized) is 0.625. (3) The peptide sequence is YTPQTQGTYT. The MHC is H-2-Db with pseudo-sequence H-2-Db. The binding affinity (normalized) is 0. (4) The peptide sequence is HFQKDAKVL. The MHC is HLA-B40:01 with pseudo-sequence HLA-B40:01. The binding affinity (normalized) is 0.0847.